From a dataset of Blood-brain barrier permeability classification from the B3DB database. Regression/Classification. Given a drug SMILES string, predict its absorption, distribution, metabolism, or excretion properties. Task type varies by dataset: regression for continuous measurements (e.g., permeability, clearance, half-life) or binary classification for categorical outcomes (e.g., BBB penetration, CYP inhibition). Dataset: b3db_classification. (1) The drug is CCC(=O)N(c1ccccc1)C1(COC)CCN(CCn2nnn(CC)c2=O)CC1. The result is 1 (penetrates BBB). (2) The drug is N#N. The result is 1 (penetrates BBB). (3) The molecule is NC[C@H]1O[C@H](O[C@@H]2[C@@H](N)C[C@@H](N)[C@H](OC3O[C@H](CO)[C@@H](O)[C@H](N)[C@H]3O)[C@H]2O)[C@H](O)[C@@H](O)[C@@H]1O. The result is 0 (does not penetrate BBB). (4) The drug is C[N+](C)(C)CCOC(N)=O. The result is 0 (does not penetrate BBB). (5) The molecule is C=COCCCCOC=C. The result is 1 (penetrates BBB).